Dataset: Full USPTO retrosynthesis dataset with 1.9M reactions from patents (1976-2016). Task: Predict the reactants needed to synthesize the given product. Given the product [CH3:1][O:2][C:3](=[O:28])[C@H:4]([CH2:24][CH2:25][S:26][CH3:27])[NH:5][C:6](=[O:23])[C:7]1[CH:12]=[CH:11][C:10]([CH2:13][C:14]([NH:41][C:42]2[CH:47]=[CH:46][CH:45]=[CH:44][N:43]=2)=[O:15])=[CH:9][C:8]=1[C:17]1[CH:18]=[CH:19][CH:20]=[CH:21][CH:22]=1, predict the reactants needed to synthesize it. The reactants are: [CH3:1][O:2][C:3](=[O:28])[C@H:4]([CH2:24][CH2:25][S:26][CH3:27])[NH:5][C:6](=[O:23])[C:7]1[CH:12]=[CH:11][C:10]([CH2:13][C:14](O)=[O:15])=[CH:9][C:8]=1[C:17]1[CH:22]=[CH:21][CH:20]=[CH:19][CH:18]=1.ON1C(=O)C2C=CC=CC=2N=N1.[NH2:41][C:42]1[CH:47]=[CH:46][CH:45]=[CH:44][N:43]=1.Cl.CN(C)CCCN=C=NCC.